This data is from Reaction yield outcomes from USPTO patents with 853,638 reactions. The task is: Predict the reaction yield, written as a fraction of the theoretical maximum amount of product (1.0 means a 100% yield; for example, 0.34 means a 34% yield). (1) The reactants are [CH3:1][O:2][C:3]1[C:4]([CH3:26])=[C:5]([C:17]([O:24][CH3:25])=[C:18]([O:22][CH3:23])[C:19]=1[O:20][CH3:21])[CH2:6][C:7]1[CH:15]=[CH:14][C:10]([C:11]([OH:13])=[O:12])=[C:9]([OH:16])[CH:8]=1.[C:27](OC(=O)C)(=[O:29])[CH3:28]. No catalyst specified. The product is [CH3:1][O:2][C:3]1[C:4]([CH3:26])=[C:5]([C:17]([O:24][CH3:25])=[C:18]([O:22][CH3:23])[C:19]=1[O:20][CH3:21])[CH2:6][C:7]1[CH:15]=[CH:14][C:10]([C:11]([OH:13])=[O:12])=[C:9]([O:16][C:27](=[O:29])[CH3:28])[CH:8]=1. The yield is 0.600. (2) The reactants are [Cl:1][C:2]1[CH:7]=[CH:6][C:5]([CH:8]([CH2:13]O)[C:9]([O:11][CH3:12])=[O:10])=[CH:4][CH:3]=1.CS(Cl)(=O)=O. The catalyst is C(Cl)Cl. The product is [Cl:1][C:2]1[CH:3]=[CH:4][C:5]([C:8](=[CH2:13])[C:9]([O:11][CH3:12])=[O:10])=[CH:6][CH:7]=1. The yield is 0.850. (3) The reactants are [NH:1]([C:3]1[CH:4]=[C:5]([CH:15]=[CH:16][CH:17]=1)[CH2:6][CH2:7][NH:8][C:9](=[O:14])[C:10]([F:13])([F:12])[F:11])[NH2:2].[C:18]([CH2:24][C:25]#[N:26])(=O)[C:19]([CH3:22])([CH3:21])[CH3:20].Cl.CCO. The catalyst is CCO. The product is [NH2:26][C:25]1[N:1]([C:3]2[CH:4]=[C:5]([CH:15]=[CH:16][CH:17]=2)[CH2:6][CH2:7][NH:8][C:9](=[O:14])[C:10]([F:11])([F:12])[F:13])[N:2]=[C:18]([C:19]([CH3:22])([CH3:21])[CH3:20])[CH:24]=1. The yield is 0.700. (4) The reactants are [I:1][C:2]1[NH:6][C:5]([C@@H:7]2[CH2:11][CH2:10][CH2:9][N:8]2C(OC(C)(C)C)=O)=[N:4][CH:3]=1.Cl.O1CCOCC1. No catalyst specified. The product is [I:1][C:2]1[NH:6][C:5]([C@@H:7]2[CH2:11][CH2:10][CH2:9][NH:8]2)=[N:4][CH:3]=1. The yield is 1.00.